Dataset: Forward reaction prediction with 1.9M reactions from USPTO patents (1976-2016). Task: Predict the product of the given reaction. (1) Given the reactants [ClH:1].C(OC(N1[C@@H](C)CC[C@H]1C1NC(C2C=CC([C:26]3[CH:27]=[C:28]4[C:33](=[CH:34][CH:35]=3)[N:32]=[C:31](C3NC([C@@H]5CC[C@H](C)N5C(OC(C)(C)C)=O)=NC=3)[CH:30]=[CH:29]4)=CC=2)=CN=1)=O)(C)(C)C, predict the reaction product. The product is: [ClH:1].[N:32]1[C:33]2[C:28](=[CH:27][CH:26]=[CH:35][CH:34]=2)[CH:29]=[CH:30][CH:31]=1. (2) Given the reactants [C:1]([C:3]1[CH:4]=[C:5]2[C:9](=[CH:10][CH:11]=1)[N:8](C(OC(C)(C)C)=O)[C:7]([C:19]([O:21]CC)=[O:20])=[CH:6]2)#[CH:2].[Li+].[OH-].Cl, predict the reaction product. The product is: [C:1]([C:3]1[CH:4]=[C:5]2[C:9](=[CH:10][CH:11]=1)[NH:8][C:7]([C:19]([OH:21])=[O:20])=[CH:6]2)#[CH:2]. (3) The product is: [F:8][C:6]1[CH:5]=[C:4]([C@@:9]2([CH3:41])[N:18]([CH2:19][CH2:20][CH2:21][C:22]3[CH:23]=[C:24]4[C:37](=[CH:38][CH:39]=3)[CH2:36][C@:26]3([C:34]5[C:29](=[N:30][CH:31]=[CH:32][CH:33]=5)[NH:28][C:27]3=[O:35])[CH2:25]4)[C:17](=[O:40])[C:12]3([CH2:13][CH2:14][CH2:15][CH2:16]3)[NH:11][CH2:10]2)[CH:3]=[C:2]([F:1])[CH:7]=1. Given the reactants [F:1][C:2]1[CH:3]=[C:4]([C@@:9]2([CH3:41])[N:18]([CH2:19]/[CH:20]=[CH:21]/[C:22]3[CH:23]=[C:24]4[C:37](=[CH:38][CH:39]=3)[CH2:36][C:26]3([C:34]5[C:29](=[N:30][CH:31]=[CH:32][CH:33]=5)[NH:28][C:27]3=[O:35])[CH2:25]4)[C:17](=[O:40])[C:12]3([CH2:16][CH2:15][CH2:14][CH2:13]3)[NH:11][CH2:10]2)[CH:5]=[C:6]([F:8])[CH:7]=1, predict the reaction product.